This data is from Forward reaction prediction with 1.9M reactions from USPTO patents (1976-2016). The task is: Predict the product of the given reaction. (1) Given the reactants Cl.[C:2]([C:6]1[CH:29]=[CH:28][C:9]2[NH:10][C:11]([C@@H:13]([NH:20]C(=O)OC(C)(C)C)[C@@H:14]([CH3:19])[C:15]([NH:17][CH3:18])=[O:16])=[N:12][C:8]=2[CH:7]=1)([CH3:5])([CH3:4])[CH3:3], predict the reaction product. The product is: [NH2:20][C@H:13]([C:11]1[NH:12][C:8]2[CH:7]=[C:6]([C:2]([CH3:3])([CH3:5])[CH3:4])[CH:29]=[CH:28][C:9]=2[N:10]=1)[C@@H:14]([CH3:19])[C:15]([NH:17][CH3:18])=[O:16]. (2) Given the reactants C(O[C:6]([N:8]1[CH2:12][C:11](=[N:13][O:14][CH3:15])[CH2:10][C@H:9]1[C:16]([OH:18])=[O:17])=[O:7])(C)(C)C.[CH3:19][C:20]1[CH:25]=[CH:24][CH:23]=[C:22]([CH3:26])[C:21]=1[C:27]1[CH:32]=[CH:31][C:30](C(O)=O)=[CH:29][CH:28]=1.[CH3:36]O, predict the reaction product. The product is: [CH3:19][C:20]1[CH:25]=[CH:24][CH:23]=[C:22]([CH3:26])[C:21]=1[C:27]1[CH:32]=[CH:31][C:30]([C:6]([N:8]2[CH2:12][C:11](=[N:13][O:14][CH3:15])[CH2:10][C@H:9]2[C:16]([O:18][CH3:36])=[O:17])=[O:7])=[CH:29][CH:28]=1.